From a dataset of Full USPTO retrosynthesis dataset with 1.9M reactions from patents (1976-2016). Predict the reactants needed to synthesize the given product. (1) Given the product [Br-:36].[CH2:1]([O:8][C:9]1[CH:10]=[CH:11][C:12]([CH2:15][C@H:16]([NH:28][C:29]([O:31][C:32]([CH3:35])([CH3:34])[CH3:33])=[O:30])[C:17]([O:19][C@@H:20]2[CH:25]3[CH2:24][CH2:23][N+:22]([CH2:37][C:38](=[O:39])[C:40]4[CH:45]=[CH:44][CH:43]=[CH:42][CH:41]=4)([CH2:27][CH2:26]3)[CH2:21]2)=[O:18])=[CH:13][CH:14]=1)[C:2]1[CH:7]=[CH:6][CH:5]=[CH:4][CH:3]=1, predict the reactants needed to synthesize it. The reactants are: [CH2:1]([O:8][C:9]1[CH:14]=[CH:13][C:12]([CH2:15][C@H:16]([NH:28][C:29]([O:31][C:32]([CH3:35])([CH3:34])[CH3:33])=[O:30])[C:17]([O:19][C@@H:20]2[CH:25]3[CH2:26][CH2:27][N:22]([CH2:23][CH2:24]3)[CH2:21]2)=[O:18])=[CH:11][CH:10]=1)[C:2]1[CH:7]=[CH:6][CH:5]=[CH:4][CH:3]=1.[Br:36][CH2:37][C:38]([C:40]1[CH:45]=[CH:44][CH:43]=[CH:42][CH:41]=1)=[O:39]. (2) The reactants are: [Br:1][C:2]1[CH:3]=[C:4]([C:8]2([C:16]3[CH:21]=[CH:20][C:19]([O:22]C)=[CH:18][CH:17]=3)[NH:12][C:11](=[S:13])[N:10]([CH3:14])[C:9]2=[O:15])[CH:5]=[N:6][CH:7]=1.B(Br)(Br)Br.O.[OH-].[NH4+]. Given the product [Br:1][C:2]1[CH:3]=[C:4]([C:8]2([C:16]3[CH:21]=[CH:20][C:19]([OH:22])=[CH:18][CH:17]=3)[NH:12][C:11](=[S:13])[N:10]([CH3:14])[C:9]2=[O:15])[CH:5]=[N:6][CH:7]=1, predict the reactants needed to synthesize it. (3) Given the product [PH:3](=[O:17])([O:4][O:21][CH2:22][CH3:23])[O:7][CH2:8][CH3:13], predict the reactants needed to synthesize it. The reactants are: C([P:3](=[O:17])([O:7][C:8]1[CH:13]=CC([N+]([O-])=O)=CC=1)[O:4]CC)C.C(P(=O)(OC1C=CC([N+]([O-])=O)=CC=1)[O:21][CH2:22][CH2:23]F)C.C(P(=O)(OC1C=CC([N+]([O-])=O)=CC=1)OCCCl)C.C(P(=O)(OC1C=CC([N+]([O-])=O)=CC=1)OCCBr)C.C(P(=O)(OC1C=CC([N+]([O-])=O)=CC=1)OCCI)C.S(C1C=CC(C)=CC=1)([O-])(=O)=O.C(P(OCCOS(C1C=CC(C)=CC=1)(=O)=O)(=O)OC1C=CC([N+]([O-])=O)=CC=1)C. (4) Given the product [C:1]([O:5][C:6]([N:8]1[CH2:13][CH2:12][CH:11]([C:14]2[N:15]([CH2:27][CH2:34][N:35]([CH2:36][CH2:37][OH:38])[CH3:39])[CH:16]=[C:17]([C:19]3[CH:24]=[CH:23][C:22]([F:25])=[C:21]([F:26])[CH:20]=3)[N:18]=2)[CH2:10][CH2:9]1)=[O:7])([CH3:4])([CH3:3])[CH3:2], predict the reactants needed to synthesize it. The reactants are: [C:1]([O:5][C:6]([N:8]1[CH2:13][CH2:12][CH:11]([C:14]2[N:15]([CH2:27]COS(C)(=O)=O)[CH:16]=[C:17]([C:19]3[CH:24]=[CH:23][C:22]([F:25])=[C:21]([F:26])[CH:20]=3)[N:18]=2)[CH2:10][CH2:9]1)=[O:7])([CH3:4])([CH3:3])[CH3:2].[CH3:34][NH:35][CH2:36][CH2:37][OH:38].[CH3:39]N(C=O)C. (5) Given the product [CH3:27][N:28]([CH3:32])[CH2:29][CH2:30][O:23][C:18]1[CH:19]=[CH:20][CH:21]=[CH:22][C:17]=1[CH2:16][N:14]([CH3:15])[C:12](=[O:13])[CH2:11][CH2:10][CH2:9][S:8][C:5]1[CH:4]=[CH:3][C:2]([F:1])=[CH:7][CH:6]=1, predict the reactants needed to synthesize it. The reactants are: [F:1][C:2]1[CH:7]=[CH:6][C:5]([S:8][CH2:9][CH2:10][CH2:11][C:12]([N:14]([CH2:16][C:17]2[CH:22]=[CH:21][CH:20]=[CH:19][C:18]=2[OH:23])[CH3:15])=[O:13])=[CH:4][CH:3]=1.[H-].[Na+].Cl.[CH3:27][N:28]([CH3:32])[CH2:29][CH2:30]Cl.O. (6) Given the product [NH2:1][C:2]1[N:3]=[CH:4][C:5]([C:8]2[C:9]([F:16])=[C:10]([OH:15])[C:11]([CH2:14][CH3:17])=[CH:12][CH:13]=2)=[N:6][CH:7]=1, predict the reactants needed to synthesize it. The reactants are: [NH2:1][C:2]1[N:3]=[CH:4][C:5]([C:8]2[C:9]([F:16])=[C:10]([OH:15])[C:11]([CH3:14])=[CH:12][CH:13]=2)=[N:6][CH:7]=1.[C:17]([Si](OC1C(F)=CC=CC=1CC)(C)C)(C)(C)C. (7) Given the product [CH2:1]([CH:8]([NH:23][C:24]([C:26]1[CH:35]=[N:34][C:33]2[C:28](=[CH:29][CH:30]=[CH:31][CH:32]=2)[N:27]=1)=[O:25])[CH:9]([OH:22])[CH2:10][CH:11]([C:18]1[O:19][C:43](=[O:44])[NH:21][N:20]=1)[CH2:12][CH2:13][C:14]([F:17])([CH3:16])[CH3:15])[C:2]1[CH:7]=[CH:6][CH:5]=[CH:4][CH:3]=1, predict the reactants needed to synthesize it. The reactants are: [CH2:1]([CH:8]([NH:23][C:24]([C:26]1[CH:35]=[N:34][C:33]2[C:28](=[CH:29][CH:30]=[CH:31][CH:32]=2)[N:27]=1)=[O:25])[CH:9]([OH:22])[CH2:10][CH:11]([C:18]([NH:20][NH2:21])=[O:19])[CH2:12][CH2:13][C:14]([F:17])([CH3:16])[CH3:15])[C:2]1[CH:7]=[CH:6][CH:5]=[CH:4][CH:3]=1.C(N(CC)CC)C.[C:43](N1C=CN=C1)(N1C=CN=C1)=[O:44]. (8) Given the product [C:36]([C:33]1[CH:32]=[CH:31][C:30]([C:28]2[N:27]=[N:26][N:25]([CH2:24][C:20]3[CH:19]=[C:18]([CH:23]=[CH:22][CH:21]=3)[C:17]([NH:16][C:14]3[S:15][C:11]4[CH2:10][C@H:9]([NH:8][CH2:44][CH2:43][O:42][CH3:41])[CH2:40][CH2:39][C:12]=4[N:13]=3)=[O:38])[CH:29]=2)=[CH:35][CH:34]=1)#[N:37], predict the reactants needed to synthesize it. The reactants are: FC(F)(F)C(O)=O.[NH2:8][C@@H:9]1[CH2:40][CH2:39][C:12]2[N:13]=[C:14]([NH:16][C:17](=[O:38])[C:18]3[CH:23]=[CH:22][CH:21]=[C:20]([CH2:24][N:25]4[CH:29]=[C:28]([C:30]5[CH:35]=[CH:34][C:33]([C:36]#[N:37])=[CH:32][CH:31]=5)[N:27]=[N:26]4)[CH:19]=3)[S:15][C:11]=2[CH2:10]1.[CH3:41][O:42][CH2:43][CH2:44]Br.C(N(CC)CC)C.[I-].[Na+]. (9) Given the product [CH3:15][O:14][C:11]1[CH:12]=[CH:13][C:8]([C:7]([C:24]2[CH:29]=[CH:28][C:27]([O:30][CH3:31])=[CH:26][CH:25]=2)([C:16]2[CH:21]=[CH:20][C:19]([O:22][CH3:23])=[CH:18][CH:17]=2)[N:5]2[CH:6]=[C:2]([C:37]3[CH:38]=[CH:39][C:34]([CH:32]=[O:33])=[CH:35][CH:36]=3)[CH:3]=[N:4]2)=[CH:9][CH:10]=1, predict the reactants needed to synthesize it. The reactants are: Br[C:2]1[CH:3]=[N:4][N:5]([C:7]([C:24]2[CH:29]=[CH:28][C:27]([O:30][CH3:31])=[CH:26][CH:25]=2)([C:16]2[CH:21]=[CH:20][C:19]([O:22][CH3:23])=[CH:18][CH:17]=2)[C:8]2[CH:13]=[CH:12][C:11]([O:14][CH3:15])=[CH:10][CH:9]=2)[CH:6]=1.[CH:32]([C:34]1[CH:39]=[CH:38][C:37](B(O)O)=[CH:36][CH:35]=1)=[O:33].C([O-])([O-])=O.[K+].[K+]. (10) Given the product [Cl:16][C:9]1[N:8]=[C:7]([C:4]2[CH:5]=[CH:6][N:1]=[CH:2][CH:3]=2)[CH:12]=[CH:11][N:10]=1, predict the reactants needed to synthesize it. The reactants are: [N:1]1[CH:6]=[CH:5][C:4]([C:7]2[CH:12]=[CH:11][NH:10][C:9](=O)[N:8]=2)=[CH:3][CH:2]=1.S(Cl)([Cl:16])=O.CN(C)C=O.